Dataset: Forward reaction prediction with 1.9M reactions from USPTO patents (1976-2016). Task: Predict the product of the given reaction. (1) Given the reactants [C@@H:1]1([NH:10][C:11]2[N:16]=[CH:15][N:14]=[C:13]([NH:17][C@H:18]3[CH2:22][C@H:21]([OH:23])[C@@H:20]([CH2:24][OH:25])[CH2:19]3)[CH:12]=2)[C:9]2[C:4](=[CH:5][CH:6]=[CH:7][CH:8]=2)[CH2:3][CH2:2]1.C(C1C=C(C)C=C(C(C)(C)C)N=1)(C)(C)C.Cl[S:42]([NH:45][C:46](=[O:52])[O:47][C:48]([CH3:51])([CH3:50])[CH3:49])(=[O:44])=[O:43], predict the reaction product. The product is: [C@@H:1]1([NH:10][C:11]2[N:16]=[CH:15][N:14]=[C:13]([NH:17][C@@H:18]3[CH2:19][C@H:20]([CH2:24][O:25][S:42]([NH:45][C:46](=[O:52])[O:47][C:48]([CH3:50])([CH3:49])[CH3:51])(=[O:43])=[O:44])[C@@H:21]([OH:23])[CH2:22]3)[CH:12]=2)[C:9]2[C:4](=[CH:5][CH:6]=[CH:7][CH:8]=2)[CH2:3][CH2:2]1. (2) Given the reactants [ClH:1].Cl.[CH3:3][N:4]([CH2:6][CH:7]1[CH2:15][C:14]2[C:9](=[CH:10][CH:11]=[C:12]([O:16][C:17]([F:20])([F:19])[F:18])[CH:13]=2)[C:8]1([C:22]1[CH:23]=[N:24][CH:25]=[CH:26][CH:27]=1)O)[CH3:5], predict the reaction product. The product is: [ClH:1].[CH3:3][N:4]([CH3:5])[CH2:6][C:7]1[CH2:15][C:14]2[C:9]([C:8]=1[C:22]1[CH:23]=[N:24][CH:25]=[CH:26][CH:27]=1)=[CH:10][CH:11]=[C:12]([O:16][C:17]([F:20])([F:18])[F:19])[CH:13]=2. (3) Given the reactants Br[CH2:2][C:3]([C:5]1[CH:10]=[CH:9][CH:8]=[C:7]([N+:11]([O-:13])=[O:12])[CH:6]=1)=O.[NH2:14][C:15]([NH2:17])=[S:16].C(OCC)(=O)C.C(=O)(O)[O-].[Na+], predict the reaction product. The product is: [NH2:17][C:15]1[S:16][CH:2]=[C:3]([C:5]2[CH:10]=[CH:9][CH:8]=[C:7]([N+:11]([O-:13])=[O:12])[CH:6]=2)[N:14]=1. (4) The product is: [ClH:48].[N:50]12[CH2:57][C@@H:54]([CH2:55][CH2:56]1)[N:53]([C:12]([C:10]1[O:11][C:7]([C:1]3[CH:2]=[CH:3][CH:4]=[CH:5][CH:6]=3)=[CH:8][N:9]=1)=[O:14])[CH2:52][CH2:51]2. Given the reactants [C:1]1([C:7]2[O:11][C:10]([C:12]([O-:14])=O)=[N:9][CH:8]=2)[CH:6]=[CH:5][CH:4]=[CH:3][CH:2]=1.[Li+].CN(C(ON1N=NC2C=CC=CC1=2)=[N+](C)C)C.[B-](F)(F)(F)F.C1C=CC2N(O)N=NC=2C=1.[ClH:48].Cl.[N:50]12[CH2:57][C@@H:54]([CH2:55][CH2:56]1)[NH:53][CH2:52][CH2:51]2.C(N(C(C)C)CC)(C)C.Cl, predict the reaction product. (5) Given the reactants [F:1][C:2]1[CH:7]=[CH:6][C:5]([C:8]2[N:12]([C:13]3[CH:18]=[CH:17][CH:16]=[CH:15][CH:14]=3)[N:11]=[C:10]([CH2:19][CH2:20][CH:21]=O)[CH:9]=2)=[CH:4][CH:3]=1.[CH3:23][C:24]1[CH:29]=[C:28]([CH3:30])[CH:27]=[CH:26][C:25]=1[N:31]1[CH2:36][CH2:35][NH:34][CH2:33][CH2:32]1.CCN(C(C)C)C(C)C.[BH-](OC(C)=O)(OC(C)=O)OC(C)=O.[Na+], predict the reaction product. The product is: [F:1][C:2]1[CH:7]=[CH:6][C:5]([C:8]2[N:12]([C:13]3[CH:18]=[CH:17][CH:16]=[CH:15][CH:14]=3)[N:11]=[C:10]([CH2:19][CH2:20][CH2:21][N:34]3[CH2:35][CH2:36][N:31]([C:25]4[CH:26]=[CH:27][C:28]([CH3:30])=[CH:29][C:24]=4[CH3:23])[CH2:32][CH2:33]3)[CH:9]=2)=[CH:4][CH:3]=1. (6) Given the reactants [Cl:1][C:2]1[N:7]2[CH:8]=[CH:9][N:10]=[C:6]2[C:5]([C:11]([C:13]2[CH:18]=[CH:17][CH:16]=[CH:15][CH:14]=2)=[O:12])=[CH:4][CH:3]=1.[Br:19]Br, predict the reaction product. The product is: [Br:19][C:8]1[N:7]2[C:2]([Cl:1])=[CH:3][CH:4]=[C:5]([C:11]([C:13]3[CH:14]=[CH:15][CH:16]=[CH:17][CH:18]=3)=[O:12])[C:6]2=[N:10][CH:9]=1. (7) The product is: [C:7]1([N:1]2[CH:5]=[N:4][CH:3]=[N:2]2)[CH:12]=[CH:11][CH:10]=[CH:9][CH:8]=1. Given the reactants [NH:1]1[CH:5]=[N:4][CH:3]=[N:2]1.I[C:7]1[CH:12]=[CH:11][CH:10]=[CH:9][CH:8]=1.[O-]P([O-])([O-])=O.[K+].[K+].[K+].CN[C@@H]1CCCC[C@H]1NC, predict the reaction product. (8) Given the reactants [NH2:1][C:2]1[C:7]2[N:8]3[CH2:16][CH2:15][N:14]([CH3:17])[C:13](=[O:18])[C:9]3=[C:10]([O:11]C)[C:6]=2[C:5](=[O:19])[N:4]([CH2:20][C:21]2[CH:26]=[CH:25][C:24]([F:27])=[C:23]([Cl:28])[CH:22]=2)[N:3]=1.[CH3:29][C:30](=O)[CH2:31][CH2:32][C:33](=O)[CH3:34].C1(C)C(S(O)(=O)=O)=CC=CC=1, predict the reaction product. The product is: [Cl:28][C:23]1[CH:22]=[C:21]([CH:26]=[CH:25][C:24]=1[F:27])[CH2:20][N:4]1[C:5](=[O:19])[C:6]2[C:10]([OH:11])=[C:9]3[C:13](=[O:18])[N:14]([CH3:17])[CH2:15][CH2:16][N:8]3[C:7]=2[C:2]([N:1]2[C:33]([CH3:34])=[CH:32][CH:31]=[C:30]2[CH3:29])=[N:3]1. (9) Given the reactants Cl[C:2]1[CH:7]=[CH:6][NH:5][C:4](=[O:8])[C:3]=1[C:9]1[NH:10][C:11]2[C:19]([N:20]=1)=[CH:18][C:17]1[C:16](=[O:21])[N:15]([CH:22]3[CH2:27][CH2:26][N:25]([CH2:28][CH3:29])[CH2:24][CH2:23]3)[C:14](=[O:30])[C:13]=1[CH:12]=2.[NH2:31][CH2:32][C@@H:33]([OH:44])[CH2:34][O:35][C:36]1[CH:41]=[CH:40][C:39]([CH3:42])=[CH:38][C:37]=1[CH3:43].CCN(CC)CC, predict the reaction product. The product is: [CH3:43][C:37]1[CH:38]=[C:39]([CH3:42])[CH:40]=[CH:41][C:36]=1[O:35][CH2:34][C@H:33]([OH:44])[CH2:32][NH:31][C:2]1[CH:7]=[CH:6][NH:5][C:4](=[O:8])[C:3]=1[C:9]1[NH:10][C:11]2[C:19]([N:20]=1)=[CH:18][C:17]1[C:16](=[O:21])[N:15]([CH:22]3[CH2:27][CH2:26][N:25]([CH2:28][CH3:29])[CH2:24][CH2:23]3)[C:14](=[O:30])[C:13]=1[CH:12]=2.